Task: Predict the product of the given reaction.. Dataset: Forward reaction prediction with 1.9M reactions from USPTO patents (1976-2016) (1) Given the reactants [Br:1][C:2]([F:21])([F:20])[C:3]([C:9]1[CH:15]=[C:14]([O:16][CH:17]([F:19])[F:18])[C:12]([NH2:13])=[CH:11][CH:10]=1)([F:8])[C:4]([F:7])([F:6])[F:5].[Br:22]N1C(=O)CCC1=O.O.C(=O)([O-])O.[Na+], predict the reaction product. The product is: [Br:22][C:11]1[CH:10]=[C:9]([C:3]([F:8])([C:4]([F:7])([F:6])[F:5])[C:2]([Br:1])([F:20])[F:21])[CH:15]=[C:14]([O:16][CH:17]([F:18])[F:19])[C:12]=1[NH2:13]. (2) Given the reactants Br[CH2:2][CH:3]([C:5]1[CH:10]=[CH:9][C:8]([C:11]2[N:15]=[C:14]([C:16]3[C:20]([CH2:21][CH2:22][CH3:23])=[C:19]([C:24]4[CH:29]=[CH:28][CH:27]=[CH:26][CH:25]=4)[O:18][N:17]=3)[O:13][N:12]=2)=[CH:7][CH:6]=1)[OH:4].[CH2:30]1[C@H:33]([C:34]([OH:36])=[O:35])[NH:32][CH2:31]1.C1CCN2C(=NCCC2)CC1, predict the reaction product. The product is: [OH:4][CH:3]([C:5]1[CH:10]=[CH:9][C:8]([C:11]2[N:15]=[C:14]([C:16]3[C:20]([CH2:21][CH2:22][CH3:23])=[C:19]([C:24]4[CH:29]=[CH:28][CH:27]=[CH:26][CH:25]=4)[O:18][N:17]=3)[O:13][N:12]=2)=[CH:7][CH:6]=1)[CH2:2][N:32]1[CH2:31][CH2:30][C@@H:33]1[C:34]([OH:36])=[O:35]. (3) The product is: [CH2:27]([O:26][C:25]([NH:24][C@H:21]1[CH2:22][CH2:23][N:18]([C:15]2[O:17][CH:2]=[C:3]([C:4]([O:6][CH2:7][CH3:8])=[O:5])[N:16]=2)[CH2:19][C@H:20]1[O:35][CH3:36])=[O:34])[C:28]1[CH:33]=[CH:32][CH:31]=[CH:30][CH:29]=1. Given the reactants Br[CH2:2][C:3](=O)[C:4]([O:6][CH2:7][CH3:8])=[O:5].C(=O)(O)[O-].[Na+].[C:15]([N:18]1[CH2:23][CH2:22][C@H:21]([NH:24][C:25](=[O:34])[O:26][CH2:27][C:28]2[CH:33]=[CH:32][CH:31]=[CH:30][CH:29]=2)[C@H:20]([O:35][CH3:36])[CH2:19]1)(=[O:17])[NH2:16], predict the reaction product. (4) Given the reactants C(=O)([O-])[O-].[Cs+].[Cs+].CC1(C)C2C(=C(P(C3C=CC=CC=3)C3C=CC=CC=3)C=CC=2)OC2C(P(C3C=CC=CC=3)C3C=CC=CC=3)=CC=CC1=2.Br[C:50]1[CH:55]=[CH:54][C:53]([C:56]2[CH:57]=[CH:58][C:59]3[N:60]([C:69]4[CH:74]=[CH:73][CH:72]=[CH:71][CH:70]=4)[C:61]4[C:66]([C:67]=3[CH:68]=2)=[CH:65][CH:64]=[CH:63][CH:62]=4)=[CH:52][CH:51]=1.[C:75]([O:84][CH3:85])(=[O:83])[C:76]1[C:77](=[CH:79][CH:80]=[CH:81][CH:82]=1)[NH2:78], predict the reaction product. The product is: [C:69]1([N:60]2[C:59]3[CH:58]=[CH:57][C:56]([C:53]4[CH:52]=[CH:51][C:50]([NH:78][C:77]5[CH:79]=[CH:80][CH:81]=[CH:82][C:76]=5[C:75]([O:84][CH3:85])=[O:83])=[CH:55][CH:54]=4)=[CH:68][C:67]=3[C:66]3[C:61]2=[CH:62][CH:63]=[CH:64][CH:65]=3)[CH:74]=[CH:73][CH:72]=[CH:71][CH:70]=1. (5) The product is: [CH2:7]([C@@H:8]1[CH2:12][O:11][C:10](=[O:13])[N:9]1[C:19](=[O:24])[CH2:20][CH2:21][CH:22]=[CH2:23])[C:1]1[CH:2]=[CH:3][CH:4]=[CH:5][CH:6]=1. Given the reactants [C:1]1([CH2:7][C@@H:8]2[CH2:12][O:11][C:10](=[O:13])[NH:9]2)[CH:6]=[CH:5][CH:4]=[CH:3][CH:2]=1.[Li]CCCC.[C:19](Cl)(=[O:24])[CH2:20][CH2:21][CH:22]=[CH2:23], predict the reaction product. (6) Given the reactants [Cl:1][C:2]1[CH:3]=[C:4]([NH:9][C:10]2[C:19]3[C:14](=[CH:15][C:16]([O:21][CH3:22])=[C:17]([OH:20])[CH:18]=3)[N:13]=[CH:12][N:11]=2)[CH:5]=[CH:6][C:7]=1[F:8].C([O-])([O-])=O.[K+].[K+].Cl[CH2:30][CH2:31][CH2:32][N:33]1[CH2:38][CH2:37][C:36]2=[N:39][O:40][C:41]([CH3:42])=[C:35]2[CH2:34]1, predict the reaction product. The product is: [Cl:1][C:2]1[CH:3]=[C:4]([NH:9][C:10]2[C:19]3[C:14](=[CH:15][C:16]([O:21][CH3:22])=[C:17]([O:20][CH2:30][CH2:31][CH2:32][N:33]4[CH2:38][CH2:37][C:36]5=[N:39][O:40][C:41]([CH3:42])=[C:35]5[CH2:34]4)[CH:18]=3)[N:13]=[CH:12][N:11]=2)[CH:5]=[CH:6][C:7]=1[F:8]. (7) Given the reactants [CH3:1][C:2]1[C:3]([CH2:14][S@:15]([C:17]2[NH:21][C:20]3[CH:22]=[CH:23][CH:24]=[CH:25][C:19]=3[N:18]=2)=[O:16])=[N:4][CH:5]=[CH:6][C:7]=1[O:8][CH2:9][C:10]([F:13])([F:12])[F:11].[CH2:26]([OH:30])[CH:27]([OH:29])[CH3:28], predict the reaction product. The product is: [CH2:26]([OH:30])[CH:27]([OH:29])[CH3:28].[CH3:1][C:2]1[C:3]([CH2:14][S@:15]([C:17]2[NH:18][C:19]3[CH:25]=[CH:24][CH:23]=[CH:22][C:20]=3[N:21]=2)=[O:16])=[N:4][CH:5]=[CH:6][C:7]=1[O:8][CH2:9][C:10]([F:13])([F:11])[F:12]. (8) Given the reactants [CH2:1]([O:5][C:6]1[C:11]([F:12])=[C:10](F)[N:9]=[CH:8][N:7]=1)[C:2]#[C:3][CH3:4].Cl.[CH3:15][C:16]1([CH3:21])[CH2:20][CH2:19][NH:18][CH2:17]1.C(=O)([O-])[O-].[K+].[K+].[Cl-].[NH4+], predict the reaction product. The product is: [CH2:1]([O:5][C:6]1[C:11]([F:12])=[C:10]([N:18]2[CH2:19][CH2:20][C:16]([CH3:21])([CH3:15])[CH2:17]2)[N:9]=[CH:8][N:7]=1)[C:2]#[C:3][CH3:4]. (9) Given the reactants [CH2:1]([N:8]1[C:12](=[O:13])[C:11]2([CH2:18][CH2:17][CH:16]([NH:19]C(=O)OCC3C=CC=CC=3)[CH2:15][CH2:14]2)[NH:10][C:9]1=[O:30])[C:2]1[CH:7]=[CH:6][CH:5]=[CH:4][CH:3]=1.CO, predict the reaction product. The product is: [NH2:19][CH:16]1[CH2:15][CH2:14][C:11]2([NH:10][C:9](=[O:30])[N:8]([CH2:1][C:2]3[CH:7]=[CH:6][CH:5]=[CH:4][CH:3]=3)[C:12]2=[O:13])[CH2:18][CH2:17]1. (10) Given the reactants C(OC(=O)[NH:7][C:8]1[CH:13]=[C:12]([C:14]([F:17])([F:16])[F:15])[CH:11]=[CH:10][C:9]=1[C:18]1[CH:23]=[C:22]([O:24][C:25]2[C:30]3[N:31]=[C:32]([NH:34][C:35](=[O:37])[CH3:36])[S:33][C:29]=3[CH:28]=[CH:27][CH:26]=2)[N:21]=[CH:20][N:19]=1)(C)(C)C.Cl, predict the reaction product. The product is: [NH2:7][C:8]1[CH:13]=[C:12]([C:14]([F:17])([F:15])[F:16])[CH:11]=[CH:10][C:9]=1[C:18]1[N:19]=[CH:20][N:21]=[C:22]([O:24][C:25]2[C:30]3[N:31]=[C:32]([NH:34][C:35](=[O:37])[CH3:36])[S:33][C:29]=3[CH:28]=[CH:27][CH:26]=2)[CH:23]=1.